This data is from Forward reaction prediction with 1.9M reactions from USPTO patents (1976-2016). The task is: Predict the product of the given reaction. Given the reactants [NH:1]1[C:9]2[C:4](=[CH:5][CH:6]=[C:7]([N:10]3[C:14]4=[N:15][C:16]([CH:19]=[CH2:20])=[CH:17][CH:18]=[C:13]4[N:12]=[CH:11]3)[CH:8]=2)[CH2:3][CH2:2]1.[CH3:21][S:22](Cl)(=[O:24])=[O:23].C(N(CC)CC)C, predict the reaction product. The product is: [CH3:21][S:22]([N:1]1[C:9]2[C:4](=[CH:5][CH:6]=[C:7]([N:10]3[C:14]4=[N:15][C:16]([CH:19]=[CH2:20])=[CH:17][CH:18]=[C:13]4[N:12]=[CH:11]3)[CH:8]=2)[CH2:3][CH2:2]1)(=[O:24])=[O:23].